This data is from Experimentally validated miRNA-target interactions with 360,000+ pairs, plus equal number of negative samples. The task is: Binary Classification. Given a miRNA mature sequence and a target amino acid sequence, predict their likelihood of interaction. Result: 0 (no interaction). The protein sequence of the target gene is MPPPRLLFFLLFLTPMEVRPEEPLVVKVEEGDNAVLQCLKGTSDGPTQQLTWSRESPLKPFLKLSLGLPGLGIHMRPLAIWLFIFNVSQQMGGFYLCQPGPPSEKAWQPGWTVNVEGSGELFRWNVSDLGGLGCGLKNRSSEGPSSPSGKLMSPKLYVWAKDRPEIWEGEPPCLPPRDSLNQSLSQDLTMAPGSTLWLSCGVPPDSVSRGPLSWTHVHPKGPKSLLSLELKDDRPARDMWVMETGLLLPRATAQDAGKYYCHRGNLTMSFHLEITARPVLWHWLLRTGGWKVSAVTLAYL.... The miRNA is hsa-miR-6892-5p with sequence GUAAGGGACCGGAGAGUAGGA.